Predict which catalyst facilitates the given reaction. From a dataset of Catalyst prediction with 721,799 reactions and 888 catalyst types from USPTO. (1) Product: [F:13][C:14]1[CH:15]=[CH:16][C:17]([CH2:18][N:19]2[CH:23]=[CH:22][CH:21]=[C:20]2[C:24](=[O:26])[CH2:25][C:29]([C:33]2[CH:34]=[CH:35][N:36]=[CH:37][N:38]=2)=[O:30])=[CH:27][CH:28]=1. The catalyst class is: 323. Reactant: C(NC(C)C)(C)C.C([Li])CCC.[F:13][C:14]1[CH:28]=[CH:27][C:17]([CH2:18][N:19]2[CH:23]=[CH:22][CH:21]=[C:20]2[C:24](=[O:26])[CH3:25])=[CH:16][CH:15]=1.[C:29]([C:33]1[N:38]=[CH:37][N:36]=[CH:35][CH:34]=1)(OC)=[O:30]. (2) Reactant: N.Cl.[NH2:3][NH:4][C:5]([NH2:7])=[O:6].[CH3:8][S:9]([OH:12])(=[O:11])=[O:10]. Product: [S:9]([OH:12])(=[O:11])(=[O:10])[CH3:8].[NH2:3][NH:4][C:5]([NH2:7])=[O:6]. The catalyst class is: 5. (3) Reactant: [CH:1]1([N:4]([CH2:12][C:13]2[CH:18]=[C:17]([CH2:19][CH2:20][OH:21])[CH:16]=[CH:15][C:14]=2[CH3:22])[C:5](=[O:11])[O:6][C:7]([CH3:10])([CH3:9])[CH3:8])[CH2:3][CH2:2]1.[H-].[Na+].I[CH3:26]. Product: [CH:1]1([N:4]([CH2:12][C:13]2[CH:18]=[C:17]([CH2:19][CH2:20][O:21][CH3:26])[CH:16]=[CH:15][C:14]=2[CH3:22])[C:5](=[O:11])[O:6][C:7]([CH3:10])([CH3:9])[CH3:8])[CH2:3][CH2:2]1. The catalyst class is: 1. (4) Reactant: [N:1]1[C:10]2[C:5](=[CH:6][CH:7]=[CH:8][CH:9]=2)[N:4]=[CH:3][C:2]=1[CH2:11][CH:12]1[CH2:16][CH2:15][CH2:14][CH:13]1[NH2:17].[CH3:18][C:19]1[CH:20]=[CH:21][C:22]([N:28]2[N:32]=[CH:31][CH:30]=[N:29]2)=[C:23]([CH:27]=1)[C:24](O)=[O:25].CCN(C(C)C)C(C)C.CN(C(ON1N=NC2C=CC=CC1=2)=[N+](C)C)C.[B-](F)(F)(F)F. The catalyst class is: 18. Product: [CH3:18][C:19]1[CH:20]=[CH:21][C:22]([N:28]2[N:32]=[CH:31][CH:30]=[N:29]2)=[C:23]([CH:27]=1)[C:24]([NH:17][CH:13]1[CH2:14][CH2:15][CH2:16][CH:12]1[CH2:11][C:2]1[CH:3]=[N:4][C:5]2[C:10](=[CH:9][CH:8]=[CH:7][CH:6]=2)[N:1]=1)=[O:25]. (5) Reactant: [Cl:1][C:2]1[CH:7]=[C:6]([N:8]2[CH2:17][CH2:16][C:11]3(OCC[O:12]3)[CH2:10][CH2:9]2)[CH:5]=[CH:4][N:3]=1.Cl.C(=O)([O-])O.[Na+]. Product: [Cl:1][C:2]1[CH:7]=[C:6]([N:8]2[CH2:17][CH2:16][C:11](=[O:12])[CH2:10][CH2:9]2)[CH:5]=[CH:4][N:3]=1. The catalyst class is: 21. (6) Reactant: [CH2:1]([O:3][C:4](=[O:33])[CH:5]([O:30][CH2:31][CH3:32])[CH2:6][C:7]1[CH:12]=[CH:11][C:10]([O:13][CH2:14][CH2:15][C:16]2[CH:21]=[CH:20][C:19]([O:22]CC3C=CC=CC=3)=[CH:18][CH:17]=2)=[CH:9][CH:8]=1)[CH3:2]. Product: [CH2:1]([O:3][C:4](=[O:33])[CH:5]([O:30][CH2:31][CH3:32])[CH2:6][C:7]1[CH:12]=[CH:11][C:10]([O:13][CH2:14][CH2:15][C:16]2[CH:17]=[CH:18][C:19]([OH:22])=[CH:20][CH:21]=2)=[CH:9][CH:8]=1)[CH3:2]. The catalyst class is: 78. (7) Reactant: [NH2:1][C:2]1[CH:3]=[C:4]([C:8]([C:10]2[CH:15]=[C:14]([C:16]3[C:17]([O:22]C)=[N:18][CH:19]=[CH:20][CH:21]=3)[CH:13]=[C:12]([C:24]([CH3:27])([CH3:26])[CH3:25])[C:11]=2[O:28][CH3:29])=[O:9])[CH:5]=[CH:6][CH:7]=1.Br.C([O-])(O)=O.[Na+]. Product: [NH2:1][C:2]1[CH:3]=[C:4]([CH:5]=[CH:6][CH:7]=1)[C:8]([C:10]1[CH:15]=[C:14]([C:16]2[C:17](=[O:22])[NH:18][CH:19]=[CH:20][CH:21]=2)[CH:13]=[C:12]([C:24]([CH3:27])([CH3:26])[CH3:25])[C:11]=1[O:28][CH3:29])=[O:9]. The catalyst class is: 52. (8) The catalyst class is: 87. Product: [OH:1][C:2]([CH3:39])([CH3:38])[CH2:3][O:4][C:5]1[N:10]=[CH:9][C:8]([C:11]2[CH:12]=[C:13]([CH:31]=[CH:32][CH:33]=2)[CH2:14][O:15][C:16]2[N:21]=[CH:20][C:19]3[C@@H:22]4[C@@H:25]([C:26]([OH:28])=[O:27])[C@@H:23]4[CH2:24][C:18]=3[CH:17]=2)=[C:7]([C:34]([F:36])([F:37])[F:35])[CH:6]=1. Reactant: [OH:1][C:2]([CH3:39])([CH3:38])[CH2:3][O:4][C:5]1[N:10]=[CH:9][C:8]([C:11]2[CH:12]=[C:13]([CH:31]=[CH:32][CH:33]=2)[CH2:14][O:15][C:16]2[N:21]=[CH:20][C:19]3[C@@H:22]4[C@@H:25]([C:26]([O:28]CC)=[O:27])[C@@H:23]4[CH2:24][C:18]=3[CH:17]=2)=[C:7]([C:34]([F:37])([F:36])[F:35])[CH:6]=1.O[Li].O.Cl. (9) Reactant: [Cl:1][C:2]1[C:3](=[O:32])[N:4]([C:21]2[CH:26]=[C:25]([C:27](=O)[C:28]#[CH:29])[CH:24]=[CH:23][C:22]=2[CH3:31])[C:5]([CH3:20])=[N:6][C:7]=1[O:8][CH2:9][C:10]1[CH:15]=[CH:14][CH:13]=[C:12]([C:16]([F:19])([F:18])[F:17])[N:11]=1.Cl.[OH:34][C:35]([CH3:40])([CH3:39])[C:36]([NH2:38])=[NH:37].C(=O)([O-])[O-].[K+].[K+]. Product: [Cl:1][C:2]1[C:3](=[O:32])[N:4]([C:21]2[CH:26]=[C:25]([C:27]3[CH:28]=[CH:29][N:38]=[C:36]([C:35]([OH:34])([CH3:40])[CH3:39])[N:37]=3)[CH:24]=[CH:23][C:22]=2[CH3:31])[C:5]([CH3:20])=[N:6][C:7]=1[O:8][CH2:9][C:10]1[CH:15]=[CH:14][CH:13]=[C:12]([C:16]([F:19])([F:18])[F:17])[N:11]=1. The catalyst class is: 10.